Dataset: Full USPTO retrosynthesis dataset with 1.9M reactions from patents (1976-2016). Task: Predict the reactants needed to synthesize the given product. Given the product [Cl:1][C:2]1[CH:3]=[N:4][C:5]2[N:6]([N:8]=[C:9]([C:11]([N:19]3[CH2:20][CH2:21][C:22]4[S:23][C:15]([CH3:14])=[CH:16][C:17]=4[CH:18]3[CH3:24])=[O:13])[CH:10]=2)[CH:7]=1, predict the reactants needed to synthesize it. The reactants are: [Cl:1][C:2]1[CH:3]=[N:4][C:5]2[N:6]([N:8]=[C:9]([C:11]([OH:13])=O)[CH:10]=2)[CH:7]=1.[CH3:14][C:15]1[S:23][C:22]2[CH2:21][CH2:20][NH:19][CH:18]([CH3:24])[C:17]=2[CH:16]=1.